The task is: Predict the reactants needed to synthesize the given product.. This data is from Full USPTO retrosynthesis dataset with 1.9M reactions from patents (1976-2016). (1) The reactants are: [CH2:1]([O:8][CH2:9][CH2:10][C:11](=[O:13])[CH3:12])[C:2]1[CH:7]=[CH:6][CH:5]=[CH:4][CH:3]=1.[CH2:14](O)[CH2:15][OH:16].C(OCC)(OCC)OCC. Given the product [CH2:1]([O:8][CH2:9][CH2:10][C:11]1([CH3:12])[O:16][CH2:15][CH2:14][O:13]1)[C:2]1[CH:7]=[CH:6][CH:5]=[CH:4][CH:3]=1, predict the reactants needed to synthesize it. (2) Given the product [NH2:22][C:5]1[C:6]([NH:8][CH:9]2[CH2:14][CH2:13][CH2:12][N:11]([C:15]([O:17][C:18]([CH3:21])([CH3:20])[CH3:19])=[O:16])[CH2:10]2)=[CH:7][C:2]([Br:1])=[N:3][CH:4]=1, predict the reactants needed to synthesize it. The reactants are: [Br:1][C:2]1[CH:7]=[C:6]([NH:8][CH:9]2[CH2:14][CH2:13][CH2:12][N:11]([C:15]([O:17][C:18]([CH3:21])([CH3:20])[CH3:19])=[O:16])[CH2:10]2)[C:5]([N+:22]([O-])=O)=[CH:4][N:3]=1.[NH4+].[Cl-].CCO.O.